Dataset: Reaction yield outcomes from USPTO patents with 853,638 reactions. Task: Predict the reaction yield, written as a fraction of the theoretical maximum amount of product (1.0 means a 100% yield; for example, 0.34 means a 34% yield). (1) The reactants are CCN(CC)CC.[CH2:8]([C:10]1[CH:11]=[CH:12][C:13]([NH:17][C:18](=[O:23])[C:19]([CH3:22])([CH3:21])[CH3:20])=[N+:14]([O-:16])[CH:15]=1)[CH3:9].O=P(Cl)(Cl)[Cl:26]. No catalyst specified. The product is [Cl:26][C:15]1[N:14]=[C:13]([NH:17][C:18](=[O:23])[C:19]([CH3:22])([CH3:21])[CH3:20])[CH:12]=[CH:11][C:10]=1[CH2:8][CH3:9].[CH2:8]([C:10]1[CH:11]=[CH:12][C:13]([NH:17][C:18](=[O:23])[C:19]([CH3:22])([CH3:21])[CH3:20])=[N+:14]([O-:16])[CH:15]=1)[CH3:9]. The yield is 0.0500. (2) The reactants are [C:1]1(=O)[C:13]2[C:5]([C:6]3[C:11]([CH:12]=2)=[CH:10][CH:9]=[CH:8][CH:7]=3)=[CH:4][CH:3]=[CH:2]1.[CH3:15][C:16]1[CH:21]=[CH:20][CH:19]=[CH:18][C:17]=1[OH:22].Cl.[OH-:24].[Na+]. The catalyst is C(S)CCCCCCCCCCC. The product is [OH:22][C:17]1[CH:18]=[CH:19][C:20]([C:13]2([C:1]3[CH:2]=[CH:3][C:6]([OH:24])=[C:5]([CH3:13])[CH:4]=3)[C:5]3[CH:4]=[CH:9][CH:8]=[CH:7][C:6]=3[C:11]3[C:12]2=[CH:1][CH:2]=[CH:3][CH:10]=3)=[CH:21][C:16]=1[CH3:15]. The yield is 0.843. (3) The reactants are [Cl:1][C:2]1[CH:3]=[C:4]([C:8]2[N:13]=[C:12]([CH2:14][C:15]3[CH:20]=[CH:19][C:18]([CH2:21][C:22]([O:24]C)=O)=[CH:17][CH:16]=3)[CH:11]=[C:10]([C:26]([F:29])([F:28])[F:27])[N:9]=2)[CH:5]=[CH:6][CH:7]=1.[Cl-].[NH4+:31].N. The catalyst is CO. The product is [Cl:1][C:2]1[CH:3]=[C:4]([C:8]2[N:13]=[C:12]([CH2:14][C:15]3[CH:16]=[CH:17][C:18]([CH2:21][C:22]([NH2:31])=[O:24])=[CH:19][CH:20]=3)[CH:11]=[C:10]([C:26]([F:27])([F:28])[F:29])[N:9]=2)[CH:5]=[CH:6][CH:7]=1. The yield is 0.670. (4) The reactants are CO[CH:3]1[CH2:7][CH2:6][CH:5](OC)O1.[NH2:10][C:11]1[CH:19]=[CH:18][C:14]([C:15]([NH2:17])=[O:16])=[CH:13][C:12]=1[CH3:20].C([O-])([O-])=O.[Na+].[Na+]. The catalyst is CC(O)=O. The product is [CH3:20][C:12]1[CH:13]=[C:14]([CH:18]=[CH:19][C:11]=1[N:10]1[CH:3]=[CH:7][CH:6]=[CH:5]1)[C:15]([NH2:17])=[O:16]. The yield is 0.670. (5) The reactants are Br[C:2]1[N:3]=[C:4]([C:7]([O:11][CH3:12])([O:9][CH3:10])[CH3:8])[S:5][CH:6]=1.[Li]CCCC.CN([CH:21]=[O:22])C.O. The catalyst is CCOCC. The product is [CH3:10][O:9][C:7]([C:4]1[S:5][CH:6]=[C:2]([CH:21]=[O:22])[N:3]=1)([O:11][CH3:12])[CH3:8]. The yield is 0.624. (6) The reactants are [Br:1][C:2]1[CH:3]=[C:4]2[C:8](=[CH:9][CH:10]=1)[NH:7][CH:6]=[C:5]2[CH:11]=O.P([O-])([O-])(O)=O.[NH4+:18].[NH4+]. The catalyst is [N+](CCC)([O-])=O.C(O)(=O)C. The product is [Br:1][C:2]1[CH:3]=[C:4]2[C:8](=[CH:9][CH:10]=1)[NH:7][CH:6]=[C:5]2[C:11]#[N:18]. The yield is 0.860.